This data is from Forward reaction prediction with 1.9M reactions from USPTO patents (1976-2016). The task is: Predict the product of the given reaction. The product is: [F:11][C:4]([F:3])([F:10])[C:5](=[O:7])[CH:13]([CH3:14])[C:12]#[N:15]. Given the reactants [H-].[Na+].[F:3][C:4]([F:11])([F:10])[C:5]([O:7]CC)=O.[C:12](#[N:15])[CH2:13][CH3:14], predict the reaction product.